Predict the reactants needed to synthesize the given product. From a dataset of Full USPTO retrosynthesis dataset with 1.9M reactions from patents (1976-2016). (1) Given the product [C:47]([O:46][C:45]([NH:44][C@@H:40]([C:36]1[CH:37]=[C:38]([C:2]2[CH:23]=[C:22]([CH2:24][OH:25])[CH:21]=[C:4]([CH2:5][O:6][C:7]3[CH:12]=[CH:11][CH:10]=[CH:9][C:8]=3[CH2:13][C:14]([O:16][C:17]([CH3:20])([CH3:19])[CH3:18])=[O:15])[CH:3]=2)[CH:39]=[CH:34][CH:35]=1)[CH2:41][CH2:42][CH3:43])=[O:51])([CH3:48])([CH3:49])[CH3:50], predict the reactants needed to synthesize it. The reactants are: Br[C:2]1[CH:3]=[C:4]([CH:21]=[C:22]([CH2:24][OH:25])[CH:23]=1)[CH2:5][O:6][C:7]1[CH:12]=[CH:11][CH:10]=[CH:9][C:8]=1[CH2:13][C:14]([O:16][C:17]([CH3:20])([CH3:19])[CH3:18])=[O:15].CC1(C)C(C)(C)OB([C:34]2[CH:35]=[C:36]([C@H:40]([NH:44][C:45](=[O:51])[O:46][C:47]([CH3:50])([CH3:49])[CH3:48])[CH2:41][CH2:42][CH3:43])[CH:37]=[CH:38][CH:39]=2)O1.[O-]P([O-])([O-])=O.[K+].[K+].[K+].C(Cl)Cl. (2) Given the product [Br:1][C:2]1[CH:8]=[C:7]([CH3:9])[C:5]([C:22]#[N:23])=[C:4]([CH3:10])[CH:3]=1, predict the reactants needed to synthesize it. The reactants are: [Br:1][C:2]1[CH:8]=[C:7]([CH3:9])[C:5](N)=[C:4]([CH3:10])[CH:3]=1.N([O-])=O.[Na+].C(=O)([O-])[O-].[Na+].[Na+].[Cu][C:22]#[N:23].[C-]#N.[Na+]. (3) Given the product [NH2:34][C:30]1([C:27]2[CH:26]=[CH:25][C:24]([C:16]3[O:15][C:7]4[N:8]=[C:9]([NH:11][CH2:12][CH2:13][OH:14])[N:10]=[C:5]([O:4][CH2:3][CH2:2][F:1])[C:6]=4[C:17]=3[C:18]3[CH:19]=[CH:20][CH:21]=[CH:22][CH:23]=3)=[CH:29][CH:28]=2)[CH2:31][CH2:32][CH2:33]1, predict the reactants needed to synthesize it. The reactants are: [F:1][CH2:2][CH2:3][O:4][C:5]1[C:6]2[C:17]([C:18]3[CH:23]=[CH:22][CH:21]=[CH:20][CH:19]=3)=[C:16]([C:24]3[CH:29]=[CH:28][C:27]([C:30]4([NH:34]C(=O)OC(C)(C)C)[CH2:33][CH2:32][CH2:31]4)=[CH:26][CH:25]=3)[O:15][C:7]=2[N:8]=[C:9]([NH:11][CH2:12][CH2:13][OH:14])[N:10]=1. (4) The reactants are: [F:1][C:2]1[C:18]([F:19])=[CH:17][C:16]([F:20])=[C:15]([F:21])[C:3]=1[CH2:4][O:5][CH2:6][C:7]1[O:11][N:10]=[C:9]([C:12]([OH:14])=O)[CH:8]=1.Cl.[O:23]1[CH2:27][CH2:26][CH:25]([CH2:28][NH2:29])[CH2:24]1.C(N(CC)CC)C.ON1C2C=CC=CC=2N=N1.Cl.C(N=C=NCCCN(C)C)C. Given the product [O:23]1[CH2:27][CH2:26][CH:25]([CH2:28][NH:29][C:12]([C:9]2[CH:8]=[C:7]([CH2:6][O:5][CH2:4][C:3]3[C:15]([F:21])=[C:16]([F:20])[CH:17]=[C:18]([F:19])[C:2]=3[F:1])[O:11][N:10]=2)=[O:14])[CH2:24]1, predict the reactants needed to synthesize it. (5) Given the product [CH3:34][N:16]1[C:15]2[CH:35]=[CH:36][C:12]([C:10]([NH:9][C:6]3([C:4]([OH:5])=[O:3])[CH2:8][CH2:7]3)=[O:11])=[CH:13][C:14]=2[N:18]=[C:17]1[NH:19][C:20]1[S:21][C:22]2[CH:28]=[C:27]([O:29][C:30]([F:32])([F:31])[F:33])[CH:26]=[CH:25][C:23]=2[N:24]=1, predict the reactants needed to synthesize it. The reactants are: C([O:3][C:4]([C:6]1([NH:9][C:10]([C:12]2[CH:36]=[CH:35][C:15]3[N:16]([CH3:34])[C:17]([NH:19][C:20]4[S:21][C:22]5[CH:28]=[C:27]([O:29][C:30]([F:33])([F:32])[F:31])[CH:26]=[CH:25][C:23]=5[N:24]=4)=[N:18][C:14]=3[CH:13]=2)=[O:11])[CH2:8][CH2:7]1)=[O:5])C.[Li+].[OH-].